This data is from Forward reaction prediction with 1.9M reactions from USPTO patents (1976-2016). The task is: Predict the product of the given reaction. (1) Given the reactants [Cl:1][C:2]1[C:7]([Cl:8])=[C:6]([OH:9])[CH:5]=[CH:4][C:3]=1[CH:10]=[CH:11][C:12]([C:14]1[S:15][C:16]([C:19]2[CH:24]=[CH:23][C:22]([S:25][CH3:26])=[CH:21][CH:20]=2)=[CH:17][CH:18]=1)=[O:13], predict the reaction product. The product is: [Cl:1][C:2]1[C:7]([Cl:8])=[C:6]([OH:9])[CH:5]=[CH:4][C:3]=1[CH2:10][CH2:11][C:12]([C:14]1[S:15][C:16]([C:19]2[CH:20]=[CH:21][C:22]([S:25][CH3:26])=[CH:23][CH:24]=2)=[CH:17][CH:18]=1)=[O:13]. (2) Given the reactants [C:1]([N:4]1[CH2:9][CH2:8][N:7]([C:10]2[C:18]3[CH:17]=[C:16]([C:19]([O:21]CC)=[O:20])[S:15][C:14]=3[CH:13]=[CH:12][CH:11]=2)[CH2:6][CH2:5]1)(=[O:3])[CH3:2].[OH-].[Li+].C(OCC)(=O)C, predict the reaction product. The product is: [C:1]([N:4]1[CH2:9][CH2:8][N:7]([C:10]2[C:18]3[CH:17]=[C:16]([C:19]([OH:21])=[O:20])[S:15][C:14]=3[CH:13]=[CH:12][CH:11]=2)[CH2:6][CH2:5]1)(=[O:3])[CH3:2].